From a dataset of Peptide-MHC class II binding affinity with 134,281 pairs from IEDB. Regression. Given a peptide amino acid sequence and an MHC pseudo amino acid sequence, predict their binding affinity value. This is MHC class II binding data. (1) The peptide sequence is VFNICQAVTANVNAL. The MHC is DRB5_0101 with pseudo-sequence DRB5_0101. The binding affinity (normalized) is 0.364. (2) The peptide sequence is GSRSQILGRSWDNTS. The MHC is DRB1_0101 with pseudo-sequence DRB1_0101. The binding affinity (normalized) is 0.123. (3) The binding affinity (normalized) is 0. The MHC is HLA-DQA10303-DQB10402 with pseudo-sequence HLA-DQA10303-DQB10402. The peptide sequence is TCAKSMSLFEVDQTKKK. (4) The peptide sequence is FRDRARVPLTSNNGI. The MHC is DRB3_0202 with pseudo-sequence DRB3_0202. The binding affinity (normalized) is 0.330. (5) The peptide sequence is WLWYIKIFIMIVGGLIG. The MHC is HLA-DQA10501-DQB10201 with pseudo-sequence HLA-DQA10501-DQB10201. The binding affinity (normalized) is 0.221. (6) The peptide sequence is PAEARKVCYNAVLTH. The MHC is DRB1_0404 with pseudo-sequence DRB1_0404. The binding affinity (normalized) is 0.271.